Dataset: NCI-60 drug combinations with 297,098 pairs across 59 cell lines. Task: Regression. Given two drug SMILES strings and cell line genomic features, predict the synergy score measuring deviation from expected non-interaction effect. (1) Synergy scores: CSS=46.0, Synergy_ZIP=3.66, Synergy_Bliss=7.13, Synergy_Loewe=-24.9, Synergy_HSA=6.23. Drug 1: CC12CCC(CC1=CCC3C2CCC4(C3CC=C4C5=CN=CC=C5)C)O. Drug 2: CCC1(CC2CC(C3=C(CCN(C2)C1)C4=CC=CC=C4N3)(C5=C(C=C6C(=C5)C78CCN9C7C(C=CC9)(C(C(C8N6C)(C(=O)OC)O)OC(=O)C)CC)OC)C(=O)OC)O.OS(=O)(=O)O. Cell line: SF-268. (2) Drug 1: CN(C)C1=NC(=NC(=N1)N(C)C)N(C)C. Drug 2: C1CN(P(=O)(OC1)NCCCl)CCCl. Cell line: M14. Synergy scores: CSS=-1.88, Synergy_ZIP=3.39, Synergy_Bliss=3.97, Synergy_Loewe=1.04, Synergy_HSA=0.180. (3) Drug 1: CNC(=O)C1=CC=CC=C1SC2=CC3=C(C=C2)C(=NN3)C=CC4=CC=CC=N4. Drug 2: C1C(C(OC1N2C=NC3=C(N=C(N=C32)Cl)N)CO)O. Cell line: UACC-257. Synergy scores: CSS=-0.159, Synergy_ZIP=1.68, Synergy_Bliss=-0.0669, Synergy_Loewe=-3.02, Synergy_HSA=-2.81. (4) Drug 1: C1CN1P(=S)(N2CC2)N3CC3. Drug 2: CC(C)CN1C=NC2=C1C3=CC=CC=C3N=C2N. Cell line: SR. Synergy scores: CSS=66.3, Synergy_ZIP=-0.893, Synergy_Bliss=0.754, Synergy_Loewe=0.294, Synergy_HSA=1.06. (5) Drug 1: CC1OCC2C(O1)C(C(C(O2)OC3C4COC(=O)C4C(C5=CC6=C(C=C35)OCO6)C7=CC(=C(C(=C7)OC)O)OC)O)O. Drug 2: CC=C1C(=O)NC(C(=O)OC2CC(=O)NC(C(=O)NC(CSSCCC=C2)C(=O)N1)C(C)C)C(C)C. Cell line: OVCAR-8. Synergy scores: CSS=44.5, Synergy_ZIP=-4.01, Synergy_Bliss=-1.46, Synergy_Loewe=-15.0, Synergy_HSA=1.57. (6) Drug 1: C1=CC(=CC=C1C#N)C(C2=CC=C(C=C2)C#N)N3C=NC=N3. Drug 2: C1=NC(=NC(=O)N1C2C(C(C(O2)CO)O)O)N. Cell line: IGROV1. Synergy scores: CSS=5.52, Synergy_ZIP=0.310, Synergy_Bliss=1.24, Synergy_Loewe=-5.34, Synergy_HSA=-5.13. (7) Drug 1: CC1C(C(CC(O1)OC2CC(CC3=C2C(=C4C(=C3O)C(=O)C5=C(C4=O)C(=CC=C5)OC)O)(C(=O)C)O)N)O.Cl. Drug 2: CC=C1C(=O)NC(C(=O)OC2CC(=O)NC(C(=O)NC(CSSCCC=C2)C(=O)N1)C(C)C)C(C)C. Cell line: SF-295. Synergy scores: CSS=27.6, Synergy_ZIP=-1.12, Synergy_Bliss=-2.64, Synergy_Loewe=-35.6, Synergy_HSA=-2.06. (8) Synergy scores: CSS=38.1, Synergy_ZIP=9.00, Synergy_Bliss=8.25, Synergy_Loewe=7.56, Synergy_HSA=8.88. Drug 2: CN(CCCl)CCCl.Cl. Cell line: OVCAR-8. Drug 1: CCCCC(=O)OCC(=O)C1(CC(C2=C(C1)C(=C3C(=C2O)C(=O)C4=C(C3=O)C=CC=C4OC)O)OC5CC(C(C(O5)C)O)NC(=O)C(F)(F)F)O. (9) Synergy scores: CSS=1.88, Synergy_ZIP=-0.647, Synergy_Bliss=-0.511, Synergy_Loewe=-9.43, Synergy_HSA=-3.31. Drug 1: CCN(CC)CCNC(=O)C1=C(NC(=C1C)C=C2C3=C(C=CC(=C3)F)NC2=O)C. Cell line: SN12C. Drug 2: CN1C2=C(C=C(C=C2)N(CCCl)CCCl)N=C1CCCC(=O)O.Cl. (10) Drug 1: C1CCC(C1)C(CC#N)N2C=C(C=N2)C3=C4C=CNC4=NC=N3. Drug 2: C1CC(=O)NC(=O)C1N2CC3=C(C2=O)C=CC=C3N. Cell line: SR. Synergy scores: CSS=50.1, Synergy_ZIP=0.451, Synergy_Bliss=-0.0173, Synergy_Loewe=-0.954, Synergy_HSA=-0.768.